This data is from Antibody paratope prediction from SAbDab with 1,023 antibody chains. The task is: Token-level Classification. Given an antibody amino acid sequence, predict which amino acid positions are active in antigen binding. Output is a list of indices for active paratope positions. (1) Given the antibody sequence: DIVLTQSPATLSLSPGERATLSCRASQSVSSSYLAWYQQKPGQAPRLLIYGASSRATGVPARFSGSGSGTDFTLTISSLEPEDFATYYCLQIYNMPITFGQGTKVEIK, which amino acid positions are active in antigen binding (paratope)? The paratope positions are: [30]. (2) The paratope positions are: [52, 83, 84, 85, 104, 105, 106, 107, 108, 109, 110, 111]. Given the antibody sequence: QVQLLQSGAQVKKTGASMRISCKTSGYTFLNCPINWVRQAPGRGLEWMGWMKPRGGAVNYPQKFQGRVTMTRDMSTDTAFLDMSNLRSDDTAVYFCARGKYCTASDYYNWDFEHWGRGTLVTVSS, which amino acid positions are active in antigen binding (paratope)?